Dataset: Catalyst prediction with 721,799 reactions and 888 catalyst types from USPTO. Task: Predict which catalyst facilitates the given reaction. (1) Reactant: [NH2:1][C:2]1[N:9]=[CH:8][CH:7]=[CH:6][C:3]=1[C:4]#[N:5].Br[CH2:11][C:12](=O)[C:13]([CH3:16])([CH3:15])[CH3:14]. Product: [C:13]([C:12]1[N:1]=[C:2]2[C:3]([C:4]#[N:5])=[CH:6][CH:7]=[CH:8][N:9]2[CH:11]=1)([CH3:16])([CH3:15])[CH3:14]. The catalyst class is: 8. (2) Reactant: [CH2:1]([O:8][C:9]1[C:14](=[O:15])[N:13]2[CH2:16][CH2:17][N:18]([CH3:19])[C:12]2=[N:11][C:10]=1[C:20]([OH:22])=O)[C:2]1[CH:7]=[CH:6][CH:5]=[CH:4][CH:3]=1.[F:23][C:24]1[CH:31]=[CH:30][C:27]([CH2:28][NH2:29])=[CH:26][CH:25]=1.C(N(CC)CC)C.F[P-](F)(F)(F)(F)F.N1(O[P+](N(C)C)(N(C)C)N(C)C)C2C=CC=CC=2N=N1. Product: [F:23][C:24]1[CH:31]=[CH:30][C:27]([CH2:28][NH:29][C:20]([C:10]2[N:11]=[C:12]3[N:18]([CH3:19])[CH2:17][CH2:16][N:13]3[C:14](=[O:15])[C:9]=2[O:8][CH2:1][C:2]2[CH:7]=[CH:6][CH:5]=[CH:4][CH:3]=2)=[O:22])=[CH:26][CH:25]=1. The catalyst class is: 115. (3) Reactant: [F:1][C:2]([F:19])([F:18])[C:3]1[CH:8]=[CH:7][C:6]([C:9]2[C:10]([C:15](Cl)=[O:16])=[CH:11][CH:12]=[CH:13][CH:14]=2)=[CH:5][CH:4]=1.[N:20]1[CH:25]=[CH:24][CH:23]=[CH:22][C:21]=1[CH2:26][CH2:27][C:28]1[N:33]=[CH:32][C:31]([NH2:34])=[CH:30][CH:29]=1.C(N(CC)CC)C.C(OCC)(=O)C. Product: [N:20]1[CH:25]=[CH:24][CH:23]=[CH:22][C:21]=1[CH2:26][CH2:27][C:28]1[N:33]=[CH:32][C:31]([NH:34][C:15]([C:10]2[C:9]([C:6]3[CH:7]=[CH:8][C:3]([C:2]([F:19])([F:18])[F:1])=[CH:4][CH:5]=3)=[CH:14][CH:13]=[CH:12][CH:11]=2)=[O:16])=[CH:30][CH:29]=1. The catalyst class is: 30. (4) Reactant: [CH3:1][O:2][C:3]1[CH:4]=[C:5]([CH:8]=[CH:9][C:10]=1[O:11][CH3:12])[CH2:6]O.S(Cl)([Cl:15])=O. Product: [CH3:1][O:2][C:3]1[CH:4]=[C:5]([CH:8]=[CH:9][C:10]=1[O:11][CH3:12])[CH2:6][Cl:15]. The catalyst class is: 2. (5) Reactant: [C:1]([C:5]1[CH:10]=[C:9](Br)[CH:8]=[CH:7][C:6]=1[O:12][CH3:13])([CH3:4])([CH3:3])[CH3:2].[Li]CCCC.C([O:22][B:23](OC(C)C)[O:24]C(C)C)(C)C.Cl. Product: [C:1]([C:5]1[CH:10]=[C:9]([B:23]([OH:24])[OH:22])[CH:8]=[CH:7][C:6]=1[O:12][CH3:13])([CH3:4])([CH3:3])[CH3:2]. The catalyst class is: 116.